From a dataset of Reaction yield outcomes from USPTO patents with 853,638 reactions. Predict the reaction yield, written as a fraction of the theoretical maximum amount of product (1.0 means a 100% yield; for example, 0.34 means a 34% yield). (1) The reactants are [F:1][C:2]1[CH:3]=[C:4]([CH:25]=[CH:26][CH:27]=1)[CH2:5][NH:6][C:7]([C:9]1[C:10](/[CH:22]=[CH:23]/[CH3:24])=[N:11][C:12]([N:16]2[CH2:21][CH2:20][O:19][CH2:18][CH2:17]2)=[CH:13][C:14]=1[CH3:15])=[O:8]. The catalyst is CO.[Pd]. The product is [F:1][C:2]1[CH:3]=[C:4]([CH2:5][NH:6][C:7]([C:9]2[C:10]([CH2:22][CH2:23][CH3:24])=[N:11][C:12]([N:16]3[CH2:21][CH2:20][O:19][CH2:18][CH2:17]3)=[CH:13][C:14]=2[CH3:15])=[O:8])[CH:25]=[CH:26][CH:27]=1. The yield is 0.560. (2) The reactants are [CH2:1]([O:8][C:9]1[CH:16]=[CH:15][CH:14]=[CH:13][C:10]=1[CH:11]=O)[C:2]1[CH:7]=[CH:6][CH:5]=[CH:4][CH:3]=1.[Br-].[OH:18][CH2:19][CH2:20][CH2:21][P+](C1C=CC=CC=1)(C1C=CC=CC=1)C1C=CC=CC=1.C(=O)([O-])[O-].[K+].[K+]. The catalyst is C(O)(C)C. The product is [CH2:1]([O:8][C:9]1[CH:16]=[CH:15][CH:14]=[CH:13][C:10]=1[CH:11]=[CH:21][CH2:20][CH2:19][OH:18])[C:2]1[CH:7]=[CH:6][CH:5]=[CH:4][CH:3]=1. The yield is 0.876. (3) The reactants are CC1(C)[C@@H]2CC[C@@]1(CS(O)(=O)=O)C(=O)C2.[Br:16][C:17]1[CH:18]=[C:19]2[C:23](=[CH:24][CH:25]=1)[CH2:22][C@@H:21]([NH2:26])[CH2:20]2.C(=O)([O-])[O-].[K+].[K+].Cl[C:34]([O:36][CH2:37][C:38]1[CH:43]=[CH:42][CH:41]=[CH:40][CH:39]=1)=[O:35]. The catalyst is CCOC(C)=O.O. The product is [Br:16][C:17]1[CH:18]=[C:19]2[C:23](=[CH:24][CH:25]=1)[CH2:22][C@@H:21]([NH:26][C:34](=[O:35])[O:36][CH2:37][C:38]1[CH:43]=[CH:42][CH:41]=[CH:40][CH:39]=1)[CH2:20]2. The yield is 0.890. (4) The reactants are [OH:1][C:2]1[N:10]=[CH:9][CH:8]=[CH:7][C:3]=1[C:4]([OH:6])=[O:5].[OH:11][S:12](O)(=[O:14])=[O:13].O=S(=O)=O. No catalyst specified. The product is [OH:1][C:2]1[N:10]=[CH:9][C:8]([S:12]([OH:14])(=[O:13])=[O:11])=[CH:7][C:3]=1[C:4]([OH:6])=[O:5]. The yield is 0.830. (5) The reactants are C(N(CC)C(C)C)(C)C.[CH2:10]([N:12]1[C:24]2[CH2:23][CH2:22][CH:21]([CH:25]3[CH2:30][CH2:29][O:28][CH2:27][CH2:26]3)[CH2:20][C:19]=2[C:18]2[C:13]1=[CH:14][CH:15]=[C:16]([C:31]([N:33]([CH2:35][CH2:36][CH2:37][C:38](O)=[O:39])[CH3:34])=[O:32])[CH:17]=2)[CH3:11].[F:41][CH:42]([F:45])[CH2:43][NH2:44].CN(C(ON1N=NC2C=CC=NC1=2)=[N+](C)C)C.F[P-](F)(F)(F)(F)F. The catalyst is CN(C=O)C. The product is [F:41][CH:42]([F:45])[CH2:43][NH:44][C:38](=[O:39])[CH2:37][CH2:36][CH2:35][N:33]([CH3:34])[C:31]([C:16]1[CH:17]=[C:18]2[C:13](=[CH:14][CH:15]=1)[N:12]([CH2:10][CH3:11])[C:24]1[CH2:23][CH2:22][CH:21]([CH:25]3[CH2:30][CH2:29][O:28][CH2:27][CH2:26]3)[CH2:20][C:19]2=1)=[O:32]. The yield is 0.650. (6) The reactants are [Cl:1][C:2]1[N:7]=[C:6]([C:8]([NH2:10])=[O:9])[CH:5]=[C:4](Cl)[N:3]=1.Cl.[NH2:13][C@@H:14]([CH3:19])[C:15]([O:17][CH3:18])=[O:16].CCN(C(C)C)C(C)C. The catalyst is C(#N)C. The product is [C:8]([C:6]1[N:7]=[C:2]([Cl:1])[N:3]=[C:4]([NH:13][C@@H:14]([CH3:19])[C:15]([O:17][CH3:18])=[O:16])[CH:5]=1)(=[O:9])[NH2:10]. The yield is 0.790.